From a dataset of Experimentally validated miRNA-target interactions with 360,000+ pairs, plus equal number of negative samples. Binary Classification. Given a miRNA mature sequence and a target amino acid sequence, predict their likelihood of interaction. (1) The miRNA is mmu-miR-124-3p with sequence UAAGGCACGCGGUGAAUGCC. The protein sequence of the target gene is MGHTRRQGTSPSKCPYLNFFQLLVLAGLSHFCSGVIHVTKEVKEVATLSCGHNVSVEELAQTRIYWQKEKKMVLTMMSGDMNIWPEYKNRTIFDITNNLSIVILALRPSDEGTYECVVLKYEKDAFKREHLAEVTLSVKADFPTPSISDFEIPTSNIRRIICSTSGGFPEPHLSWLENGEELNAINTTVSQDPETELYAVSSKLDFNMTTNHSFMCLIKYGHLRVNQTFNWNTTKQEHFPDNLLPSWAITLISVNGIFVICCLTYCFAPRCRERRRNERLRRESVRPV. Result: 0 (no interaction). (2) The miRNA is hsa-miR-7704 with sequence CGGGGUCGGCGGCGACGUG. The protein sequence of the target gene is MDRLLRLGGGMPGLGQGPPTDAPAVDTAEQVYISSLALLKMLKHGRAGVPMEVMGLMLGEFVDDYTVRVIDVFAMPQSGTGVSVEAVDPVFQAKMLDMLKQTGRPEMVVGWYHSHPGFGCWLSGVDINTQQSFEALSERAVAVVVDPIQSVKGKVVIDAFRLINANMMVLGHEPRQTTSNLGHLNKPSIQALIHGLNRHYYSITINYRKNELEQKMLLNLHKKSWMEGLTLQDYSEHCKHNESVVKEMLELAKNYNKAVEEEDKMTPEQLAIKNVGKQDPKRHLEEHVDVLMTSNIVQCL.... Result: 0 (no interaction). (3) The miRNA is dme-miR-11-3p with sequence CAUCACAGUCUGAGUUCUUGC. The protein sequence of the target gene is MRRLTRRLVLPVFGVLWITVLLFFWVTKRKLEVPTGPEVQTPKPSDADWDDLWDQFDERRYLNAKKWRVGDDPYKLYAFNQRESERISSNRAIPDTRHLRCTLLVYCTDLPPTSIIITFHNEARSTLLRTIRSVLNRTPTHLIREIILVDDFSNDPDDCKQLIKLPKVKCLRNNERQGLVRSRIRGADIAQGTTLTFLDSHCEVNRDWLQPLLHRVKEDYTRVVCPVIDIINLDTFTYIESASELRGGFDWSLHFQWEQLSPEQKARRLDPTEPIRTPIIAGGLFVIDKAWFDYLGKYDM.... Result: 0 (no interaction).